This data is from Reaction yield outcomes from USPTO patents with 853,638 reactions. The task is: Predict the reaction yield, written as a fraction of the theoretical maximum amount of product (1.0 means a 100% yield; for example, 0.34 means a 34% yield). (1) The reactants are [CH2:1]([N:8]([CH3:19])[C:9](=[O:18])[CH:10]([C:12]1[CH:17]=[CH:16][CH:15]=[CH:14][CH:13]=1)[NH2:11])[C:2]1[CH:7]=[CH:6][CH:5]=[CH:4][CH:3]=1.[C:20]1([CH3:47])[C:21]([C:26]([C@@:28]([C:44]([OH:46])=[O:45])([OH:43])[C@@:29]([C:34]([C:36]2[C:37]([CH3:42])=[CH:38][CH:39]=[CH:40][CH:41]=2)=[O:35])([OH:33])[C:30]([OH:32])=[O:31])=[O:27])=[CH:22][CH:23]=[CH:24][CH:25]=1. The catalyst is CO. The yield is 0.466. The product is [C:20]1([CH3:47])[C:21]([C:26]([C@@:28]([C:44]([OH:46])=[O:45])([OH:43])[C@@:29]([C:34]([C:36]2[C:37]([CH3:42])=[CH:38][CH:39]=[CH:40][CH:41]=2)=[O:35])([OH:33])[C:30]([OH:32])=[O:31])=[O:27])=[CH:22][CH:23]=[CH:24][CH:25]=1.[CH2:1]([N:8]([CH3:19])[C:9](=[O:18])[C@H:10]([C:12]1[CH:17]=[CH:16][CH:15]=[CH:14][CH:13]=1)[NH2:11])[C:2]1[CH:3]=[CH:4][CH:5]=[CH:6][CH:7]=1. (2) The reactants are C1(=O)NC(=O)C=C1.[CH3:8][C:9]([N:11]([OH:46])[CH2:12][CH2:13][CH2:14][CH2:15][CH2:16][NH:17][C:18]([CH2:20][CH2:21][C:22]([N:24]([OH:45])[CH2:25][CH2:26][CH2:27][CH2:28][CH2:29][NH:30][C:31]([CH2:33][CH2:34][C:35]([N:37]([OH:44])[CH2:38][CH2:39][CH2:40][CH2:41][CH2:42][NH2:43])=[O:36])=[O:32])=[O:23])=[O:19])=[O:10].CS(O)(=O)=O.C1C(CN2C(=O)C=CC2=O)CCC(C(ON2C(=O)CCC2=O)=O)C1. The catalyst is O. The product is [CH3:8][C:9]([N:11]([OH:46])[CH2:12][CH2:13][CH2:14][CH2:15][CH2:16][NH:17][C:18]([CH2:20][CH2:21][C:22]([N:24]([OH:45])[CH2:25][CH2:26][CH2:27][CH2:28][CH2:29][NH:30][C:31]([CH2:33][CH2:34][C:35]([N:37]([OH:44])[CH2:38][CH2:39][CH2:40][CH2:41][CH2:42][NH2:43])=[O:36])=[O:32])=[O:23])=[O:19])=[O:10]. The yield is 0.450. (3) The catalyst is O1CCOCC1.CCOC(C)=O. The yield is 0.570. The product is [NH:21]([C:19]1[N:20]=[C:15]2[CH:14]=[CH:13][N:12]([S:2]([C:5]3[CH:11]=[CH:10][C:8]([CH3:9])=[CH:7][CH:6]=3)(=[O:3])=[O:4])[C:16]2=[N:17][CH:18]=1)[NH2:22]. The reactants are Cl.[S:2]([N:12]1[C:16]2=[N:17][CH:18]=[C:19]([NH:21][NH:22]C(OC(C)(C)C)=O)[N:20]=[C:15]2[CH:14]=[CH:13]1)([C:5]1[CH:11]=[CH:10][C:8]([CH3:9])=[CH:7][CH:6]=1)(=[O:4])=[O:3].S(N1C2=NC=C(N(C(OC(C)(C)C)=O)N)N=C2C=C1)(C1C=CC(C)=CC=1)(=O)=O.C([O-])(O)=O.[Na+]. (4) The reactants are [CH3:1][O:2][C:3]1[CH:4]=[C:5]([CH:28]=[CH:29][C:30]=1[O:31]CC1C=CC(OC)=CC=1)[CH2:6][N:7]1[C:11]2=[N:12][CH:13]=[C:14]([C:16]3[CH:17]=[N:18][N:19]([CH3:21])[CH:20]=3)[CH:15]=[C:10]2[N:9]=[C:8]1[NH:22][C:23](=[O:27])[O:24][CH2:25][CH3:26].FC(F)(F)C(O)=O.C(=O)([O-])[O-].[K+].[K+]. The catalyst is ClCCl. The product is [OH:31][C:30]1[CH:29]=[CH:28][C:5]([CH2:6][N:7]2[C:11]3=[N:12][CH:13]=[C:14]([C:16]4[CH:17]=[N:18][N:19]([CH3:21])[CH:20]=4)[CH:15]=[C:10]3[N:9]=[C:8]2[NH:22][C:23](=[O:27])[O:24][CH2:25][CH3:26])=[CH:4][C:3]=1[O:2][CH3:1]. The yield is 0.930. (5) The reactants are [N+:1]([C:4]1[CH:18]=[CH:17][CH:16]=[CH:15][C:5]=1[O:6][C:7]1[CH:8]=[C:9]([CH:12]=[CH:13][CH:14]=1)[C:10]#[N:11])([O-])=O. The catalyst is CCO. The product is [NH2:1][C:4]1[CH:18]=[CH:17][CH:16]=[CH:15][C:5]=1[O:6][C:7]1[CH:8]=[C:9]([CH:12]=[CH:13][CH:14]=1)[C:10]#[N:11]. The yield is 0.990. (6) The reactants are CO[C:3]1[C:8]([CH3:9])=[CH:7][CH:6]=[CH:5][C:4]=1[CH3:10].[CH2:11]=[O:12].[ClH:13].[C:14](O)(=O)C. No catalyst specified. The product is [Cl:13][CH2:10][C:4]1[CH:3]=[C:8]([CH3:9])[C:11]([O:12][CH3:14])=[C:6]([CH3:7])[CH:5]=1. The yield is 0.170.